Dataset: Retrosynthesis with 50K atom-mapped reactions and 10 reaction types from USPTO. Task: Predict the reactants needed to synthesize the given product. Given the product CCOC(=O)[C@H](C)N([C@H]1CCN(c2ccc3c(c2)CCCNC3)C1=O)S(=O)(=O)/C=C/c1ccc(Cl)s1, predict the reactants needed to synthesize it. The reactants are: CCOC(=O)C(C)N([C@H]1CCN(c2ccc3c(c2)CCCN(C(=O)OC(C)(C)C)C3)C1=O)S(=O)(=O)/C=C/c1ccc(Cl)s1.